This data is from Reaction yield outcomes from USPTO patents with 853,638 reactions. The task is: Predict the reaction yield, written as a fraction of the theoretical maximum amount of product (1.0 means a 100% yield; for example, 0.34 means a 34% yield). (1) The product is [CH3:7][O:8][C:9](=[O:22])[C:10]1[CH:15]=[CH:14][C:13]([CH2:16][CH2:17][C:18]([N:31]2[CH2:32][CH2:33][N:28]([CH2:27][CH2:26][C:25]([CH3:35])([CH3:34])[CH3:24])[CH2:29][CH2:30]2)=[O:20])=[C:12]([CH3:21])[CH:11]=1. The catalyst is ClCCl.CN(C=O)C. The reactants are C(Cl)(=O)C(Cl)=O.[CH3:7][O:8][C:9](=[O:22])[C:10]1[CH:15]=[CH:14][C:13]([CH2:16][CH2:17][C:18]([OH:20])=O)=[C:12]([CH3:21])[CH:11]=1.Cl.[CH3:24][C:25]([CH3:35])([CH3:34])[CH2:26][CH2:27][N:28]1[CH2:33][CH2:32][NH:31][CH2:30][CH2:29]1.CCN(C(C)C)C(C)C. The yield is 0.960. (2) The reactants are [CH2:1]([C@@H:8]1[C@@H:16]([CH2:17][O:18][C:19]2[CH:24]=[CH:23][CH:22]=[CH:21][CH:20]=2)[C@H:15]([CH3:25])[O:14][C:13](=[O:26])[C@@H:12]([NH:27][C:28](=[O:38])[C:29]2[C:34]([OH:35])=[C:33]([O:36][CH3:37])[CH:32]=[CH:31][N:30]=2)[CH2:11][O:10][CH2:9]1)[C:2]1[CH:7]=[CH:6][CH:5]=[CH:4][CH:3]=1.[C:39](Cl)(=[O:41])[CH3:40]. The catalyst is CN(C1C=CN=CC=1)C.C(Cl)Cl. The product is [C:39]([O:35][C:34]1[C:29]([C:28](=[O:38])[NH:27][C@H:12]2[CH2:11][O:10][CH2:9][C@H:8]([CH2:1][C:2]3[CH:7]=[CH:6][CH:5]=[CH:4][CH:3]=3)[C@@H:16]([CH2:17][O:18][C:19]3[CH:24]=[CH:23][CH:22]=[CH:21][CH:20]=3)[C@H:15]([CH3:25])[O:14][C:13]2=[O:26])=[N:30][CH:31]=[CH:32][C:33]=1[O:36][CH3:37])(=[O:41])[CH3:40]. The yield is 0.850. (3) The reactants are [CH2:1]([NH:8][C@@H:9]([CH2:12][CH3:13])[CH2:10][OH:11])[C:2]1[CH:7]=[CH:6][CH:5]=[CH:4][CH:3]=1.[F-].F[C:16]1[CH:21]=[CH:20][C:19]([C:22]([F:25])([F:24])[F:23])=[CH:18][C:17]=1[N+:26]([O-:28])=[O:27].C([O-])([O-])=O.[K+].[K+]. The catalyst is CN(C=O)C. The product is [CH2:1]([N:8]([C:16]1[CH:21]=[CH:20][C:19]([C:22]([F:25])([F:23])[F:24])=[CH:18][C:17]=1[N+:26]([O-:28])=[O:27])[C@@H:9]([CH2:12][CH3:13])[CH2:10][OH:11])[C:2]1[CH:7]=[CH:6][CH:5]=[CH:4][CH:3]=1. The yield is 0.270. (4) The product is [CH2:10]([C@@H:11]1[O:15][C:14](=[O:17])[CH:8]=[CH:13][CH2:12]1)[CH2:9][CH2:30][CH2:29][CH3:33]. The reactants are [C:8]1([Se][C:8]2[CH:13]=[CH:12][CH:11]=[CH:10][CH:9]=2)[CH:13]=[CH:12][CH:11]=[CH:10][CH:9]=1.[C:14](=[O:17])(O)[O-:15].[Na+].O.OO.S([O-])([O-])(=O)=S.[Na+].[Na+].[CH2:29]1[CH2:33]OC[CH2:30]1. The yield is 0.470. No catalyst specified. (5) The reactants are [S:1]1[CH:5]=[CH:4][C:3]([CH2:6][C:7]#[N:8])=[CH:2]1.[C:9]([OH:13])(=[O:12])[CH:10]=O.C(=O)([O-])[O-].[K+].[K+]. The catalyst is CO. The product is [C:7](/[C:6](/[C:3]1[CH:4]=[CH:5][S:1][CH:2]=1)=[CH:10]\[C:9]([OH:13])=[O:12])#[N:8]. The yield is 0.900. (6) The reactants are [Cl:1][C:2]1[CH:3]=[CH:4][C:5]([C:8]2[CH:13]=[CH:12][NH:11][C:10](=[O:14])[CH:9]=2)=[N:6][CH:7]=1.Br[C:16]1[CH:17]=[CH:18][C:19]2[C:20]3[CH2:29][N:28]([C:30]([O:32][C:33]([CH3:36])([CH3:35])[CH3:34])=[O:31])[CH2:27][CH2:26][C:21]=3[N:22]([CH3:25])[C:23]=2[CH:24]=1. No catalyst specified. The product is [Cl:1][C:2]1[CH:3]=[CH:4][C:5]([C:8]2[CH:13]=[CH:12][N:11]([C:16]3[CH:17]=[CH:18][C:19]4[C:20]5[CH2:29][N:28]([C:30]([O:32][C:33]([CH3:36])([CH3:35])[CH3:34])=[O:31])[CH2:27][CH2:26][C:21]=5[N:22]([CH3:25])[C:23]=4[CH:24]=3)[C:10](=[O:14])[CH:9]=2)=[N:6][CH:7]=1. The yield is 0.300.